This data is from Catalyst prediction with 721,799 reactions and 888 catalyst types from USPTO. The task is: Predict which catalyst facilitates the given reaction. Reactant: [Br:1][C:2]1[CH:7]=[CH:6][C:5](I)=[CH:4][C:3]=1[CH2:9][CH3:10].[CH2:11]([O:13]CC)C.C([Li])CCC.CN(C)C=O. Product: [Br:1][C:2]1[CH:7]=[CH:6][C:5]([CH:11]=[O:13])=[CH:4][C:3]=1[CH2:9][CH3:10]. The catalyst class is: 170.